Dataset: NCI-60 drug combinations with 297,098 pairs across 59 cell lines. Task: Regression. Given two drug SMILES strings and cell line genomic features, predict the synergy score measuring deviation from expected non-interaction effect. (1) Drug 1: C1=C(C(=O)NC(=O)N1)F. Drug 2: CC1=C(C=C(C=C1)NC(=O)C2=CC=C(C=C2)CN3CCN(CC3)C)NC4=NC=CC(=N4)C5=CN=CC=C5. Cell line: SK-MEL-2. Synergy scores: CSS=-7.34, Synergy_ZIP=-11.6, Synergy_Bliss=-32.4, Synergy_Loewe=-33.7, Synergy_HSA=-32.2. (2) Drug 1: C1=CC(=C2C(=C1NCCNCCO)C(=O)C3=C(C=CC(=C3C2=O)O)O)NCCNCCO. Drug 2: COCCOC1=C(C=C2C(=C1)C(=NC=N2)NC3=CC=CC(=C3)C#C)OCCOC.Cl. Cell line: HOP-62. Synergy scores: CSS=56.7, Synergy_ZIP=7.40, Synergy_Bliss=7.95, Synergy_Loewe=-24.2, Synergy_HSA=7.37. (3) Drug 1: CC1=CC2C(CCC3(C2CCC3(C(=O)C)OC(=O)C)C)C4(C1=CC(=O)CC4)C. Drug 2: CN(C(=O)NC(C=O)C(C(C(CO)O)O)O)N=O. Cell line: HCC-2998. Synergy scores: CSS=-4.59, Synergy_ZIP=1.28, Synergy_Bliss=-5.00, Synergy_Loewe=-8.14, Synergy_HSA=-7.93. (4) Drug 1: CC1OCC2C(O1)C(C(C(O2)OC3C4COC(=O)C4C(C5=CC6=C(C=C35)OCO6)C7=CC(=C(C(=C7)OC)O)OC)O)O. Drug 2: CN(C)C1=NC(=NC(=N1)N(C)C)N(C)C. Cell line: MDA-MB-231. Synergy scores: CSS=25.4, Synergy_ZIP=4.49, Synergy_Bliss=4.69, Synergy_Loewe=-15.7, Synergy_HSA=1.71. (5) Drug 1: CC1CCC2CC(C(=CC=CC=CC(CC(C(=O)C(C(C(=CC(C(=O)CC(OC(=O)C3CCCCN3C(=O)C(=O)C1(O2)O)C(C)CC4CCC(C(C4)OC)OCCO)C)C)O)OC)C)C)C)OC. Drug 2: CCCCC(=O)OCC(=O)C1(CC(C2=C(C1)C(=C3C(=C2O)C(=O)C4=C(C3=O)C=CC=C4OC)O)OC5CC(C(C(O5)C)O)NC(=O)C(F)(F)F)O. Cell line: UACC-257. Synergy scores: CSS=63.3, Synergy_ZIP=-0.762, Synergy_Bliss=-1.27, Synergy_Loewe=-0.954, Synergy_HSA=-0.583.